From a dataset of Retrosynthesis with 50K atom-mapped reactions and 10 reaction types from USPTO. Predict the reactants needed to synthesize the given product. (1) Given the product CC(C)(C)OC(=O)C(C)(C)Oc1ccc(C(=O)OCc2cn(Cc3ccc(SC(F)(F)F)cc3)nn2)cc1, predict the reactants needed to synthesize it. The reactants are: CC(C)(C)OC(=O)C(C)(C)Oc1ccc(C(=O)O)cc1.OCc1cn(Cc2ccc(SC(F)(F)F)cc2)nn1. (2) Given the product CCOC(=O)c1cc2c(Oc3ccc(N)cc3)ncnc2[nH]1, predict the reactants needed to synthesize it. The reactants are: CCOC(=O)c1cc2c(Oc3ccc([N+](=O)[O-])cc3)ncnc2[nH]1. (3) Given the product CCOC(=O)c1c(C)[nH]c(C=C2C(=O)Nc3cccc(C4CCNCC4)c32)c1CCC(=O)O, predict the reactants needed to synthesize it. The reactants are: CCOC(=O)c1c(C)[nH]c(C=O)c1CCC(=O)O.O=C1Cc2c(cccc2C2CCNCC2)N1. (4) Given the product CNC(=O)c1ccccc1Nc1cc(F)ncc1C, predict the reactants needed to synthesize it. The reactants are: CNC(=O)c1ccccc1N.Cc1cnc(F)cc1I. (5) Given the product [N-]=[N+]=Nc1nc(C(F)(F)F)nc(-c2ccccc2)c1-c1ccccc1, predict the reactants needed to synthesize it. The reactants are: FC(F)(F)c1nc(Cl)c(-c2ccccc2)c(-c2ccccc2)n1.[N-]=[N+]=[N-]. (6) Given the product O=c1cc(OCc2ccccc2)ccn1CCc1ccc(CN2CCCC2)s1, predict the reactants needed to synthesize it. The reactants are: C1CCNC1.O=c1cc(OCc2ccccc2)ccn1CCc1ccc(CO)s1.